This data is from Reaction yield outcomes from USPTO patents with 853,638 reactions. The task is: Predict the reaction yield, written as a fraction of the theoretical maximum amount of product (1.0 means a 100% yield; for example, 0.34 means a 34% yield). (1) The reactants are FC(F)(F)S(O[C:7]1[CH:8]=[CH:9][C:10]2[N:11]([N:13]=[CH:14][C:15]=2[C:16]2[CH:21]=[CH:20][N:19]=[C:18]([NH:22][CH:23]3[CH2:25][CH2:24]3)[N:17]=2)[N:12]=1)(=O)=O.[Li+].[Cl-].[CH:30]1C=CC([As](C2C=CC=CC=2)C2C=CC=CC=2)=C[CH:35]=1.C([Sn](CCCC)(CCCC)CCCC)=C. The catalyst is CN(C=O)C.C1C=CC(/C=C/C(/C=C/C2C=CC=CC=2)=O)=CC=1.C1C=CC(/C=C/C(/C=C/C2C=CC=CC=2)=O)=CC=1.C1C=CC(/C=C/C(/C=C/C2C=CC=CC=2)=O)=CC=1.[Pd].[Pd].O. The product is [CH:23]1([NH:22][C:18]2[N:17]=[C:16]([C:15]3[CH:14]=[N:13][N:11]4[C:10]=3[CH:9]=[CH:8][C:7]([CH:30]=[CH2:35])=[N:12]4)[CH:21]=[CH:20][N:19]=2)[CH2:25][CH2:24]1. The yield is 0.370. (2) The reactants are B(Br)(Br)Br.[Cl:5][C:6]1[CH:11]=[CH:10][C:9]([CH2:12][C:13]#[N:14])=[CH:8][C:7]=1[O:15]C. The catalyst is C(Cl)Cl. The product is [Cl:5][C:6]1[CH:11]=[CH:10][C:9]([CH2:12][C:13]#[N:14])=[CH:8][C:7]=1[OH:15]. The yield is 0.850.